From a dataset of Peptide-MHC class II binding affinity with 134,281 pairs from IEDB. Regression. Given a peptide amino acid sequence and an MHC pseudo amino acid sequence, predict their binding affinity value. This is MHC class II binding data. (1) The peptide sequence is NFRFMSKGGMRNVFD. The MHC is HLA-DPA10201-DPB10101 with pseudo-sequence HLA-DPA10201-DPB10101. The binding affinity (normalized) is 0.156. (2) The peptide sequence is DYMLNSTGGILEFSI. The MHC is DRB1_0101 with pseudo-sequence DRB1_0101. The binding affinity (normalized) is 0.797.